This data is from Full USPTO retrosynthesis dataset with 1.9M reactions from patents (1976-2016). The task is: Predict the reactants needed to synthesize the given product. (1) Given the product [CH3:1][CH:2]1[CH2:4][N:3]1[C:8](=[O:9])[CH2:10][CH2:11][O:12][C:13](=[O:16])[CH:14]=[CH2:15], predict the reactants needed to synthesize it. The reactants are: [CH3:1][CH:2]1[CH2:4][NH:3]1.[OH-].[Na+].Cl[C:8]([CH2:10][CH2:11][O:12][C:13](=[O:16])[CH:14]=[CH2:15])=[O:9]. (2) Given the product [ClH:22].[ClH:22].[Cl:22][C:11]1[CH:12]=[N:13][C:14]2[CH:15]=[CH:16][C:17](=[O:21])[N:18]([CH3:20])[C:19]=2[C:10]=1[CH2:9][CH2:8][N:5]1[CH2:6][CH2:7][C@H:3]([CH2:2][NH:1][CH2:40][C:32]2[CH:31]=[C:30]([C:28]#[N:29])[C:35]3[O:36][CH2:37][CH2:38][O:39][C:34]=3[CH:33]=2)[CH2:4]1, predict the reactants needed to synthesize it. The reactants are: [NH2:1][CH2:2][C@H:3]1[CH2:7][CH2:6][N:5]([CH2:8][CH2:9][C:10]2[C:11]([Cl:22])=[CH:12][N:13]=[C:14]3[C:19]=2[N:18]([CH3:20])[C:17](=[O:21])[CH:16]=[CH:15]3)[CH2:4]1.C([O-])(=O)C.[Na+].[C:28]([C:30]1[C:35]2[O:36][CH2:37][CH2:38][O:39][C:34]=2[CH:33]=[C:32]([CH:40]=O)[CH:31]=1)#[N:29].C([BH3-])#N.[Na+].